Predict the product of the given reaction. From a dataset of Forward reaction prediction with 1.9M reactions from USPTO patents (1976-2016). (1) Given the reactants C([O:3][C:4]([C:6]1([C:9]2[CH:14]=[CH:13][C:12]([C:15]3[CH:20]=[CH:19][C:18]([C:21]4[O:25][N:24]=[C:23]([CH3:26])[C:22]=4[CH2:27][CH2:28][OH:29])=[CH:17][CH:16]=3)=[CH:11][CH:10]=2)[CH2:8][CH2:7]1)=[O:5])C.Br[CH2:31][C:32]1[CH:37]=[CH:36][CH:35]=[C:34]([Cl:38])[CH:33]=1, predict the reaction product. The product is: [Cl:38][C:34]1[CH:33]=[C:32]([CH:37]=[CH:36][CH:35]=1)[CH2:31][O:29][CH2:28][CH2:27][C:22]1[C:23]([CH3:26])=[N:24][O:25][C:21]=1[C:18]1[CH:19]=[CH:20][C:15]([C:12]2[CH:13]=[CH:14][C:9]([C:6]3([C:4]([OH:3])=[O:5])[CH2:7][CH2:8]3)=[CH:10][CH:11]=2)=[CH:16][CH:17]=1. (2) Given the reactants [F:1][C:2]1[CH:7]=[C:6]([N+:8]([O-])=O)[CH:5]=[C:4]([F:11])[C:3]=1[N:12]1[CH:16]=[N:15][C:14]([CH3:17])=[N:13]1, predict the reaction product. The product is: [F:1][C:2]1[CH:7]=[C:6]([CH:5]=[C:4]([F:11])[C:3]=1[N:12]1[CH:16]=[N:15][C:14]([CH3:17])=[N:13]1)[NH2:8]. (3) The product is: [CH2:14]([O:16][CH2:17][CH2:18][O:19][C:20]1[CH:21]=[C:22]([CH3:30])[C:23]([C:2]2[C:11]([O:12][CH3:13])=[CH:10][CH:9]=[C:4]([C:5]([O:7][CH3:8])=[O:6])[CH:3]=2)=[C:24]([CH3:26])[CH:25]=1)[CH3:15]. Given the reactants Br[C:2]1[CH:3]=[C:4]([CH:9]=[CH:10][C:11]=1[O:12][CH3:13])[C:5]([O:7][CH3:8])=[O:6].[CH2:14]([O:16][CH2:17][CH2:18][O:19][C:20]1[CH:25]=[C:24]([CH3:26])[C:23](B(O)O)=[C:22]([CH3:30])[CH:21]=1)[CH3:15].C1(P(C2CCCCC2)C2C=CC=CC=2C2C=CC=CC=2)CCCCC1.P([O-])([O-])([O-])=O.[K+].[K+].[K+], predict the reaction product. (4) Given the reactants [C:1]([NH:5][C:6]([C:8]1[S:25][C:11]2[N:12]=[C:13]([S:23][CH3:24])[N:14]=[C:15]([C:16]3[CH:21]=[CH:20][CH:19]=[C:18]([OH:22])[CH:17]=3)[C:10]=2[C:9]=1[NH2:26])=[O:7])([CH3:4])([CH3:3])[CH3:2].CCN(C(C)C)C(C)C.Cl[C:37]([O:39][CH3:40])=[O:38], predict the reaction product. The product is: [C:1]([NH:5][C:6]([C:8]1[S:25][C:11]2[N:12]=[C:13]([S:23][CH3:24])[N:14]=[C:15]([C:16]3[CH:21]=[CH:20][CH:19]=[C:18]([O:22][C:37]([O:39][CH3:40])=[O:38])[CH:17]=3)[C:10]=2[C:9]=1[NH2:26])=[O:7])([CH3:4])([CH3:2])[CH3:3]. (5) Given the reactants [NH2:1][C:2]1[N:7]=[CH:6][N:5]=[C:4]2[N:8]([C@@H:30]3[CH2:34][CH2:33][N:32]([C:35](=[O:48])/[CH:36]=[CH:37]/[CH2:38][N:39](C)[C:40](=O)OC(C)(C)C)[CH2:31]3)[N:9]=[C:10]([C:11]3[CH:16]=[CH:15][C:14]([C:17](=[O:29])[NH:18][C:19]4[CH:24]=[C:23]([C:25]([F:28])([F:27])[F:26])[CH:22]=[CH:21][N:20]=4)=[CH:13][CH:12]=3)[C:3]=12.Cl, predict the reaction product. The product is: [NH2:1][C:2]1[N:7]=[CH:6][N:5]=[C:4]2[N:8]([C@@H:30]3[CH2:34][CH2:33][N:32]([C:35](=[O:48])/[CH:36]=[CH:37]/[CH2:38][NH:39][CH3:40])[CH2:31]3)[N:9]=[C:10]([C:11]3[CH:12]=[CH:13][C:14]([C:17]([NH:18][C:19]4[CH:24]=[C:23]([C:25]([F:27])([F:26])[F:28])[CH:22]=[CH:21][N:20]=4)=[O:29])=[CH:15][CH:16]=3)[C:3]=12. (6) Given the reactants Cl.[Cl:2][C:3]1[C:8]([Cl:9])=[CH:7][C:6]([NH:10][C:11]2[C:12]3[C:19]4[CH2:20][CH2:21][NH:22][CH2:23][C:18]=4[S:17][C:13]=3[N:14]=[CH:15][N:16]=2)=[CH:5][C:4]=1[OH:24].Br[CH2:26]/[CH:27]=[CH:28]/[C:29]([OH:31])=O.[CH:32]12[CH2:39][CH:36]([CH2:37][CH2:38]1)[CH2:35][NH:34][CH2:33]2, predict the reaction product. The product is: [CH:32]12[CH2:39][CH:36]([CH2:37][CH2:38]1)[CH2:35][N:34]([CH2:26]/[CH:27]=[CH:28]/[C:29]([N:22]1[CH2:21][CH2:20][C:19]3[C:12]4[C:11]([NH:10][C:6]5[CH:7]=[C:8]([Cl:9])[C:3]([Cl:2])=[C:4]([OH:24])[CH:5]=5)=[N:16][CH:15]=[N:14][C:13]=4[S:17][C:18]=3[CH2:23]1)=[O:31])[CH2:33]2.